The task is: Predict which catalyst facilitates the given reaction.. This data is from Catalyst prediction with 721,799 reactions and 888 catalyst types from USPTO. (1) Reactant: [CH:1]12[CH2:19][CH2:18][CH:8]([CH2:9][N:10]([C:12](=[O:17])[C:13]([F:16])([F:15])[F:14])[CH2:11]1)[C:7]1[CH:6]=[CH:5][CH:4]=[CH:3][C:2]2=1.[C:20](Cl)([CH3:22])=[O:21].[Cl-].[Al+3].[Cl-].[Cl-].C([O-])(O)=O.[Na+]. Product: [C:20]([C:5]1[CH:4]=[CH:3][C:2]2[CH:1]3[CH2:19][CH2:18][CH:8]([CH2:9][N:10]([C:12](=[O:17])[C:13]([F:15])([F:16])[F:14])[CH2:11]3)[C:7]=2[CH:6]=1)(=[O:21])[CH3:22]. The catalyst class is: 2. (2) Reactant: O[CH2:2][CH2:3][N:4]([CH3:14])[C:5](CC1CCCCC1)=[O:6].[O:15]=[S:16]1(=[O:43])[C:20]2[CH:21]=[CH:22][CH:23]=[CH:24][C:19]=2[C:18]([NH:25][C@@H:26]([CH2:31][C:32]2[CH:37]=[CH:36][C:35]([NH:38][S:39]([CH3:42])(=[O:41])=[O:40])=[CH:34][CH:33]=2)[C:27]([O:29][CH3:30])=[O:28])=[N:17]1.[C:57]1(P([C:57]2[CH:62]=[CH:61][CH:60]=[CH:59][CH:58]=2)[C:57]2[CH:62]=[CH:61][CH:60]=[CH:59][CH:58]=2)[CH:62]=[CH:61][CH:60]=[CH:59][CH:58]=1.CCOC(/N=N/C(OCC)=O)=O. Product: [O:43]=[S:16]1(=[O:15])[C:20]2[CH:21]=[CH:22][CH:23]=[CH:24][C:19]=2[C:18]([NH:25][C@@H:26]([CH2:31][C:32]2[CH:33]=[CH:34][C:35]([N:38]([CH2:2][CH2:3][N:4]([C:5]([CH:57]3[CH2:58][CH2:59][CH2:60][CH2:61][CH2:62]3)=[O:6])[CH3:14])[S:39]([CH3:42])(=[O:40])=[O:41])=[CH:36][CH:37]=2)[C:27]([O:29][CH3:30])=[O:28])=[N:17]1. The catalyst class is: 7.